This data is from Full USPTO retrosynthesis dataset with 1.9M reactions from patents (1976-2016). The task is: Predict the reactants needed to synthesize the given product. (1) Given the product [F:1][C:2]1[CH:8]=[CH:7][C:5]([NH:6][C:10](=[O:12])[CH3:11])=[CH:4][C:3]=1[CH3:9], predict the reactants needed to synthesize it. The reactants are: [F:1][C:2]1[CH:8]=[CH:7][C:5]([NH2:6])=[CH:4][C:3]=1[CH3:9].[C:10](OC(=O)C)(=[O:12])[CH3:11].N. (2) Given the product [S:27]1[C:31]2[CH:32]=[C:33]([NH:36][C:17]3[CH:16]=[C:15]([NH:14][C:11]4[CH:12]=[CH:13][C:8]([C:6]([O:5][C:1]([CH3:4])([CH3:3])[CH3:2])=[O:7])=[CH:9][CH:10]=4)[C:20]([C:21]([O:23][CH2:24][CH3:25])=[O:22])=[CH:19][N:18]=3)[CH:34]=[CH:35][C:30]=2[N:29]=[CH:28]1, predict the reactants needed to synthesize it. The reactants are: [C:1]([O:5][C:6]([C:8]1[CH:13]=[CH:12][C:11]([NH:14][C:15]2[C:20]([C:21]([O:23][CH2:24][CH3:25])=[O:22])=[CH:19][N:18]=[C:17](Cl)[CH:16]=2)=[CH:10][CH:9]=1)=[O:7])([CH3:4])([CH3:3])[CH3:2].[S:27]1[C:31]2[CH:32]=[C:33]([NH2:36])[CH:34]=[CH:35][C:30]=2[N:29]=[CH:28]1. (3) Given the product [C:28](=[N:41][C:10]1[C:9]([O:8][CH2:1][C:2]2[CH:7]=[CH:6][CH:5]=[CH:4][CH:3]=2)=[CH:18][C:17]2[C:12](=[CH:13][CH:14]=[C:15]([O:19][CH2:20][C:21]3[CH:26]=[CH:25][CH:24]=[CH:23][CH:22]=3)[CH:16]=2)[CH:11]=1)([C:35]1[CH:36]=[CH:37][CH:38]=[CH:39][CH:40]=1)[C:29]1[CH:34]=[CH:33][CH:32]=[CH:31][CH:30]=1, predict the reactants needed to synthesize it. The reactants are: [CH2:1]([O:8][C:9]1[C:10](Br)=[CH:11][C:12]2[C:17]([CH:18]=1)=[CH:16][C:15]([O:19][CH2:20][C:21]1[CH:26]=[CH:25][CH:24]=[CH:23][CH:22]=1)=[CH:14][CH:13]=2)[C:2]1[CH:7]=[CH:6][CH:5]=[CH:4][CH:3]=1.[C:28](=[NH:41])([C:35]1[CH:40]=[CH:39][CH:38]=[CH:37][CH:36]=1)[C:29]1[CH:34]=[CH:33][CH:32]=[CH:31][CH:30]=1.C1C=CC(P(C2C(C3C(P(C4C=CC=CC=4)C4C=CC=CC=4)=CC=C4C=3C=CC=C4)=C3C(C=CC=C3)=CC=2)C2C=CC=CC=2)=CC=1.C[O-].[Na+]. (4) Given the product [Cl:1][C:2]1[CH:7]=[CH:6][C:5]([CH:8]([NH:13][C:14]([N:16]2[CH2:25][CH2:24][C:23]3[CH:22]=[N:21][C:20]([NH:26][CH:27]4[CH2:32][CH2:31][O:30][CH2:29][CH2:28]4)=[N:19][C:18]=3[CH2:17]2)=[O:15])[C:9]([OH:11])=[O:10])=[CH:4][C:3]=1[F:33], predict the reactants needed to synthesize it. The reactants are: [Cl:1][C:2]1[CH:7]=[CH:6][C:5]([CH:8]([NH:13][C:14]([N:16]2[CH2:25][CH2:24][C:23]3[CH:22]=[N:21][C:20]([NH:26][CH:27]4[CH2:32][CH2:31][O:30][CH2:29][CH2:28]4)=[N:19][C:18]=3[CH2:17]2)=[O:15])[C:9]([O:11]C)=[O:10])=[CH:4][C:3]=1[F:33].C1COCC1.[OH-].[Na+].Cl. (5) Given the product [ClH:34].[CH3:30][NH:31][CH2:26][C:10]1[CH:9]=[C:8]([C:3]2[CH:4]=[CH:5][CH:6]=[CH:7][C:2]=2[CH3:1])[N:12]([S:13]([C:16]2[CH:21]=[CH:20][CH:19]=[C:18]([S:22]([CH3:25])(=[O:23])=[O:24])[CH:17]=2)(=[O:15])=[O:14])[CH:11]=1, predict the reactants needed to synthesize it. The reactants are: [CH3:1][C:2]1[CH:7]=[CH:6][CH:5]=[CH:4][C:3]=1[C:8]1[N:12]([S:13]([C:16]2[CH:21]=[CH:20][CH:19]=[C:18]([S:22]([CH3:25])(=[O:24])=[O:23])[CH:17]=2)(=[O:15])=[O:14])[CH:11]=[C:10]([CH:26]=O)[CH:9]=1.CO.[CH3:30][NH2:31].[BH4-].[Na+].[ClH:34].C(=O)([O-])O.[Na+]. (6) The reactants are: [N+:1]([CH3:4])([O-:3])=[O:2].[CH2:5]([O:7][C:8](=[O:25])[CH:9]=[C:10]1[CH2:15][CH2:14][C:13]([N:22]([CH3:24])[CH3:23])([C:16]2[CH:21]=[CH:20][CH:19]=[CH:18][CH:17]=2)[CH2:12][CH2:11]1)[CH3:6].O.O.O.[F-].C([N+](CCCC)(CCCC)CCCC)CCC. Given the product [CH2:5]([O:7][C:8](=[O:25])[CH2:9][CH:10]1[CH2:15][CH2:14][C:13]([N:22]([CH3:23])[CH3:24])([C:16]2[CH:17]=[CH:18][CH:19]=[CH:20][CH:21]=2)[CH2:12][CH:11]1[CH2:4][N+:1]([O-:3])=[O:2])[CH3:6], predict the reactants needed to synthesize it. (7) Given the product [CH3:45][N:46]1[C:50]([C:51]2[CH:52]=[C:53]([NH:66][C:38](=[O:40])[C:37]3[CH:36]=[CH:35][C:34]([C:33]([F:32])([F:44])[F:43])=[CH:42][CH:41]=3)[CH:54]=[CH:55][C:56]=2[O:57][CH2:58][CH2:59][N:60]2[CH2:65][CH2:64][O:63][CH2:62][CH2:61]2)=[CH:49][CH:48]=[N:47]1, predict the reactants needed to synthesize it. The reactants are: CN(C(ON1N=NC2C=CC=NC1=2)=[N+](C)C)C.F[P-](F)(F)(F)(F)F.C(N(CC)CC)C.[F:32][C:33]([F:44])([F:43])[C:34]1[CH:42]=[CH:41][C:37]([C:38]([OH:40])=O)=[CH:36][CH:35]=1.[CH3:45][N:46]1[C:50]([C:51]2[CH:52]=[C:53]([NH2:66])[CH:54]=[CH:55][C:56]=2[O:57][CH2:58][CH2:59][N:60]2[CH2:65][CH2:64][O:63][CH2:62][CH2:61]2)=[CH:49][CH:48]=[N:47]1.